Dataset: Full USPTO retrosynthesis dataset with 1.9M reactions from patents (1976-2016). Task: Predict the reactants needed to synthesize the given product. (1) Given the product [ClH:21].[NH2:4][CH:3]([CH:14]1[CH2:19][CH2:18][CH:17]([CH3:20])[CH2:16][CH2:15]1)[C:1]#[N:2], predict the reactants needed to synthesize it. The reactants are: [C:1]([CH:3]([CH:14]1[CH2:19][CH2:18][CH:17]([CH3:20])[CH2:16][CH2:15]1)[NH:4]S(C1C=CC(C)=CC=1)=O)#[N:2].[ClH:21].O1CCOCC1. (2) Given the product [F:12][C:8]1[CH:7]=[C:6]2[C:11]([C:3](=[CH:2][NH:37][C:34]3[CH:33]=[C:32]([C:26]4[CH:31]=[CH:30][CH:29]=[CH:28][CH:27]=4)[NH:36][N:35]=3)[C:4](=[O:13])[NH:5]2)=[CH:10][CH:9]=1, predict the reactants needed to synthesize it. The reactants are: O/[CH:2]=[C:3]1\[C:4](=[O:13])[NH:5][C:6]2[C:11]\1=[CH:10][CH:9]=[C:8]([F:12])[CH:7]=2.O/C=C1\C(=O)NC2C\1=CC=CC=2.[C:26]1([C:32]2[NH:36][N:35]=[C:34]([NH2:37])[CH:33]=2)[CH:31]=[CH:30][CH:29]=[CH:28][CH:27]=1.NC1C=CNN=1.C1(NC2C=CNN=2)C=CC=CC=1. (3) Given the product [N:1]1[C:11]2[N:10]([CH2:12][CH2:13][CH2:14][NH2:15])[C:9]3[CH:17]=[CH:18][CH:19]=[CH:20][C:8]=3[CH2:7][CH2:6][C:5]=2[CH:4]=[CH:3][CH:2]=1, predict the reactants needed to synthesize it. The reactants are: [N:1]1[C:11]2[N:10]([C:12](=O)[CH2:13][C:14]#[N:15])[C:9]3[CH:17]=[CH:18][CH:19]=[CH:20][C:8]=3[CH2:7][CH2:6][C:5]=2[CH:4]=[CH:3][CH:2]=1.B.C1COCC1.Cl.[OH-].[Na+]. (4) Given the product [C:30]1([CH:36]2[CH2:29][CH2:28][N:25]([CH2:23][C:6]3[N:7]=[C:8]([C:12]4[S:13][C:14]5[CH:22]=[CH:21][CH:20]=[CH:19][C:15]=5[C:16](=[O:18])[N:17]=4)[CH:9]=[CH:10][CH:11]=3)[CH2:26][CH2:27]2)[CH:35]=[CH:34][CH:33]=[CH:32][CH:31]=1, predict the reactants needed to synthesize it. The reactants are: CS(O[C:6]1[CH:11]=[CH:10][CH:9]=[C:8]([C:12]2[S:13][C:14]3[CH:22]=[CH:21][CH:20]=[CH:19][C:15]=3[C:16](=[O:18])[N:17]=2)[N:7]=1)(=O)=O.[CH2:23]([N:25]([CH2:28][CH3:29])[CH2:26][CH3:27])C.[C:30]1([CH:36]2CCNCC2)[CH:35]=[CH:34][CH:33]=[CH:32][CH:31]=1.C(OCC)(=O)C. (5) The reactants are: BrCCBr.[OH-].[Na+].C([Li])CCC.Br[C:13]1[C:21]2[O:20][CH2:19][CH2:18][C:17]=2[CH:16]=[CH:15][CH:14]=1.CC([O-])(C)C.[Na+].C1C=CC(P(C2C(C3C(P(C4C=CC=CC=4)C4C=CC=CC=4)=CC=C4C=3C=CC=C4)=C3C(C=CC=C3)=CC=2)C2C=CC=CC=2)=CC=1.[NH:74]1[CH2:79][CH2:78][NH:77][CH2:76][CH2:75]1. Given the product [O:20]1[C:21]2[C:13]([N:74]3[CH2:79][CH2:78][NH:77][CH2:76][CH2:75]3)=[CH:14][CH:15]=[CH:16][C:17]=2[CH2:18][CH2:19]1, predict the reactants needed to synthesize it.